This data is from Full USPTO retrosynthesis dataset with 1.9M reactions from patents (1976-2016). The task is: Predict the reactants needed to synthesize the given product. Given the product [O:23]=[C:22]=[N:2][C@H:3]([C:8]([O:10][CH:11]1[CH2:12][CH2:13][CH2:14][CH2:15]1)=[O:9])[CH2:4][CH:5]([CH3:7])[CH3:6], predict the reactants needed to synthesize it. The reactants are: Cl.[NH2:2][C@H:3]([C:8]([O:10][CH:11]1[CH2:15][CH2:14][CH2:13][CH2:12]1)=[O:9])[CH2:4][CH:5]([CH3:7])[CH3:6].N1C=CC=CC=1.[C:22](Cl)(Cl)=[O:23].